Task: Predict which catalyst facilitates the given reaction.. Dataset: Catalyst prediction with 721,799 reactions and 888 catalyst types from USPTO (1) Reactant: [N:1]#[C:2][NH2:3].C(N(C(C)C)C(C)C)C.[C:13](Cl)(=[O:24])[O:14][C:15]1[CH:20]=CC([N+]([O-])=O)=CC=1.[F:26][C:27]1[CH:28]=[CH:29][C:30]([O:50][CH3:51])=[C:31]([C:33]2[CH:38]=[CH:37][N:36]=[C:35]3[NH:39][C:40]([C:42]4[CH2:43][CH:44]5[CH2:48][NH:47][CH2:46][CH:45]5[CH:49]=4)=[CH:41][C:34]=23)[CH:32]=1. Product: [C:15]([O-:14])(=[O:50])[CH3:20].[NH4+:1].[C:2]([NH:3][C:13]([N:47]1[CH2:46][CH:45]2[CH2:49][C:42]([C:40]3[NH:39][C:35]4=[N:36][CH:37]=[CH:38][C:33]([C:31]5[CH:32]=[C:27]([F:26])[CH:28]=[CH:29][C:30]=5[O:50][CH3:51])=[C:34]4[CH:41]=3)=[CH:43][CH:44]2[CH2:48]1)=[O:24])#[N:1]. The catalyst class is: 9. (2) Reactant: [O:1]1[C:6]2[CH:7]=[CH:8][CH:9]=[CH:10][C:5]=2[NH:4][CH2:3][CH2:2]1.[Cl:11][C:12]1[C:13]([OH:23])=[C:14]([CH:18]=[C:19]([Cl:22])[C:20]=1[OH:21])[C:15](Cl)=[O:16]. Product: [Cl:11][C:12]1[C:13]([OH:23])=[C:14]([C:15]([N:4]2[C:5]3[CH:10]=[CH:9][CH:8]=[CH:7][C:6]=3[O:1][CH2:2][CH2:3]2)=[O:16])[CH:18]=[C:19]([Cl:22])[C:20]=1[OH:21]. The catalyst class is: 13.